This data is from Forward reaction prediction with 1.9M reactions from USPTO patents (1976-2016). The task is: Predict the product of the given reaction. (1) Given the reactants [CH2:1]1[O:23][C:4]2([CH2:9][CH2:8][C:7](O)([C:10]3[C:19]4[O:18][CH2:17][CH2:16][O:15][C:14]=4[C:13]([O:20][CH3:21])=[CH:12][CH:11]=3)[CH2:6][CH2:5]2)[O:3][CH2:2]1.C[Si]([C:28]#[N:29])(C)C.C(=O)(O)[O-].[Na+], predict the reaction product. The product is: [CH2:1]1[O:23][C:4]2([CH2:9][CH2:8][C:7]([C:28]#[N:29])([C:10]3[C:19]4[O:18][CH2:17][CH2:16][O:15][C:14]=4[C:13]([O:20][CH3:21])=[CH:12][CH:11]=3)[CH2:6][CH2:5]2)[O:3][CH2:2]1. (2) Given the reactants [Cl:1][C:2]1[C:3]([NH:23][C@@H:24]2[CH2:29][CH2:28][CH2:27][CH2:26][C@H:25]2[NH:30][S:31]([CH3:34])(=[O:33])=[O:32])=[N:4][C:5]([NH:8][C:9]2[CH:19]=[CH:18][C:17]3[CH2:16][CH:15]4[NH:20][CH:12]([CH2:13][CH2:14]4)[C:11]=3[C:10]=2[O:21][CH3:22])=[N:6][CH:7]=1.I[CH2:36][CH3:37], predict the reaction product. The product is: [Cl:1][C:2]1[C:3]([NH:23][C@@H:24]2[CH2:29][CH2:28][CH2:27][CH2:26][C@H:25]2[NH:30][S:31]([CH3:34])(=[O:33])=[O:32])=[N:4][C:5]([NH:8][C:9]2[CH:19]=[CH:18][C:17]3[CH2:16][CH:15]4[N:20]([CH2:36][CH3:37])[CH:12]([CH2:13][CH2:14]4)[C:11]=3[C:10]=2[O:21][CH3:22])=[N:6][CH:7]=1. (3) The product is: [C:28]1([C:34]2[N:1]([CH2:2][C:3]3[N:8]=[C:7]([NH2:9])[CH:6]=[CH:5][CH:4]=3)[C:37]([C:39]3[CH:40]=[CH:41][CH:42]=[CH:43][CH:44]=3)=[CH:36][CH:35]=2)[CH:33]=[CH:32][CH:31]=[CH:30][CH:29]=1. Given the reactants [NH2:1][CH2:2][C:3]1[N:8]=[C:7]([NH2:9])[CH:6]=[CH:5][CH:4]=1.C1(C)C=CC=CC=1.CC1C=CC(S(O)(=O)=O)=CC=1.[C:28]1([C:34](=O)[CH2:35][CH2:36][C:37]([C:39]2[CH:44]=[CH:43][CH:42]=[CH:41][CH:40]=2)=O)[CH:33]=[CH:32][CH:31]=[CH:30][CH:29]=1, predict the reaction product.